Dataset: Forward reaction prediction with 1.9M reactions from USPTO patents (1976-2016). Task: Predict the product of the given reaction. (1) Given the reactants [CH2:1]([NH:3][C:4]1[C:9]([CH:10]=O)=[CH:8][N:7]=[C:6]([NH:12][C:13]2[CH:18]=[CH:17][CH:16]=[CH:15][CH:14]=2)[N:5]=1)[CH3:2].[C:19]([CH2:24]C=P(C1C=CC=CC=1)(C1C=CC=CC=1)C1C=CC=CC=1)([O:21][CH2:22][CH3:23])=[O:20].O1CCC[CH2:46]1, predict the reaction product. The product is: [CH2:22]([O:21][C:19](=[O:20])[CH:24]=[C:10]([C:9]1[C:4]([NH:3][CH2:1][CH3:2])=[N:5][C:6]([NH:12][C:13]2[CH:18]=[CH:17][CH:16]=[CH:15][CH:14]=2)=[N:7][CH:8]=1)[CH3:46])[CH3:23]. (2) The product is: [N:1]1[CH:2]=[CH:3][N:4]2[CH:9]=[C:8]([NH:10][C:11]([NH:12][C:13]3[CH:14]=[CH:15][C:16]([C:19]4[CH2:24][CH2:23][NH:22][CH2:21][CH:20]=4)=[CH:17][CH:18]=3)=[O:32])[CH:7]=[CH:6][C:5]=12. Given the reactants [N:1]1[CH:2]=[CH:3][N:4]2[CH:9]=[C:8]([NH:10][C:11](=[O:32])[NH:12][C:13]3[CH:18]=[CH:17][C:16]([C:19]4[CH2:24][CH2:23][N:22](C(OC(C)(C)C)=O)[CH2:21][CH:20]=4)=[CH:15][CH:14]=3)[CH:7]=[CH:6][C:5]=12.FC(F)(F)C(O)=O, predict the reaction product. (3) Given the reactants [OH:1][C@H:2]1[C:7](=[O:8])[C:6]2[CH:9]=[CH:10][C:11]3[N:12]([CH3:17])[C:13]([CH3:16])=[N:14][C:15]=3[C:5]=2[O:4][C@@H:3]1[C:18]1[CH:23]=[CH:22][CH:21]=[CH:20][CH:19]=1.C(N(C(C)C)C(C)C)C.[C:33](Cl)(=[O:38])[C:34]([CH3:37])([CH3:36])[CH3:35], predict the reaction product. The product is: [CH3:16][C:13]1[N:12]([CH3:17])[C:11]2[CH:10]=[CH:9][C:6]3[C:7](=[O:8])[C@H:2]([O:1][C:33](=[O:38])[C:34]([CH3:37])([CH3:36])[CH3:35])[C@@H:3]([C:18]4[CH:19]=[CH:20][CH:21]=[CH:22][CH:23]=4)[O:4][C:5]=3[C:15]=2[N:14]=1. (4) Given the reactants [CH3:1][O:2][C:3]1[C:4]([CH3:38])=[C:5]([C:29]([O:36][CH3:37])=[C:30]([O:34][CH3:35])[C:31]=1[O:32][CH3:33])[CH2:6][C:7]1[CH:8]=[CH:9][C:10]([O:21]CC2C=CC=CC=2)=[C:11]([CH:20]=1)[C:12]([N:14]1[CH2:19][CH2:18][O:17][CH2:16][CH2:15]1)=[O:13].[H][H], predict the reaction product. The product is: [CH3:1][O:2][C:3]1[C:4]([CH3:38])=[C:5]([C:29]([O:36][CH3:37])=[C:30]([O:34][CH3:35])[C:31]=1[O:32][CH3:33])[CH2:6][C:7]1[CH:8]=[CH:9][C:10]([OH:21])=[C:11]([CH:20]=1)[C:12]([N:14]1[CH2:15][CH2:16][O:17][CH2:18][CH2:19]1)=[O:13]. (5) The product is: [CH2:6]([O:5][P:4]([CH:9]([NH:10][C:11]1[C:12]2[CH:19]=[C:18]([Br:20])[S:17][C:13]=2[N:14]=[CH:15][N:16]=1)[C:25]1[CH:30]=[CH:29][CH:28]=[CH:27][CH:26]=1)(=[O:8])[O:3][CH2:1][CH3:2])[CH3:7]. Given the reactants [CH2:1]([O:3][P:4]([CH2:9][NH:10][C:11]1[C:12]2[CH:19]=[C:18]([Br:20])[S:17][C:13]=2[N:14]=[CH:15][N:16]=1)(=[O:8])[O:5][CH2:6][CH3:7])[CH3:2].C(N(CC)C(P(=O)(OCC)OCC)[C:25]1[CH:30]=[CH:29][CH:28]=[CH:27][CH:26]=1)C.BrC1SC2N=CN=C(Cl)C=2C=1, predict the reaction product. (6) Given the reactants [Cl:1][C:2]1[CH:3]=[C:4]([C:8]2[N:9]=[C:10]([N:16]3[C:20]4[CH:21]=[C:22]([OH:25])[CH:23]=[CH:24][C:19]=4[N:18]=[CH:17]3)[S:11][C:12]=2[C:13]([NH2:15])=[O:14])[CH:5]=[CH:6][CH:7]=1.C(=O)([O-])[O-].[K+].[K+].Cl[CH2:33][CH:34]1[CH2:36][O:35]1, predict the reaction product. The product is: [Cl:1][C:2]1[CH:3]=[C:4]([C:8]2[N:9]=[C:10]([N:16]3[C:20]4[CH:21]=[C:22]([O:25][CH2:33][CH:34]5[CH2:36][O:35]5)[CH:23]=[CH:24][C:19]=4[N:18]=[CH:17]3)[S:11][C:12]=2[C:13]([NH2:15])=[O:14])[CH:5]=[CH:6][CH:7]=1. (7) The product is: [CH:1]1[C:10]2[C:5](=[CH:6][CH:7]=[CH:8][CH:9]=2)[CH:4]=[CH:3][C:2]=1[CH:11]([CH2:30][N+:27]([O-:29])=[O:28])[CH2:12][C:13]([NH:15][C:16]1[CH:17]=[CH:18][C:19]([C:20]([O:22][CH2:23][CH3:24])=[O:21])=[CH:25][CH:26]=1)=[O:14]. Given the reactants [CH:1]1[C:10]2[C:5](=[CH:6][CH:7]=[CH:8][CH:9]=2)[CH:4]=[CH:3][C:2]=1[CH:11]=[CH:12][C:13]([NH:15][C:16]1[CH:26]=[CH:25][C:19]([C:20]([O:22][CH2:23][CH3:24])=[O:21])=[CH:18][CH:17]=1)=[O:14].[N+:27]([CH2:30]C(C1C=CC=CC=1)CC(NC1C=CC(C(OCC)=O)=CC=1)=O)([O-:29])=[O:28], predict the reaction product.